Task: Binary Classification. Given a drug SMILES string, predict its activity (active/inactive) in a high-throughput screening assay against a specified biological target.. Dataset: M1 muscarinic receptor agonist screen with 61,833 compounds (1) The compound is O=C1N(CCC1)c1ccc(cc1)CNC(=O)Nc1ccccc1. The result is 0 (inactive). (2) The compound is O=c1nc(N2CCc3c(C2)cccc3)[nH]c(c1CCCCC)C. The result is 0 (inactive). (3) The compound is O1C(Cc2c(C1)c(nc1oc3c(ncnc3NCc3ncccc3)c21)C)(C)C. The result is 0 (inactive). (4) The result is 0 (inactive). The drug is Brc1cc(C(CC(=O)NCc2occc2)c2ccccc2)c(O)cc1. (5) The molecule is s1c(c2n(c3ccccc3)c(Sc3nccnc3)nn2)ccc1. The result is 0 (inactive). (6) The compound is O(C(=O)c1nnn(c1CN1CCc2c(C1)cccc2)c1nonc1N)CC. The result is 1 (active). (7) The drug is S(c1n(c(nn1)c1ncccc1)C)CC(=O)Nc1ccc(CC)cc1. The result is 0 (inactive). (8) The molecule is O=C1N(CC(C1)c1n(c2c(n1)cccc2)C)c1c(c(ccc1)C)C. The result is 0 (inactive).